Dataset: Full USPTO retrosynthesis dataset with 1.9M reactions from patents (1976-2016). Task: Predict the reactants needed to synthesize the given product. (1) Given the product [OH:4][C@@H:5]1[C@H:9]([OH:10])[C@@H:8]([CH2:14][OH:15])[O:7][C@H:6]1[N:19]1[CH:27]=[N:26][C:25]2[C:20]1=[N:21][C:22]([CH2:34][NH:35][C:44]([C:43]1[CH:42]=[CH:41][C:40]([S:36]([OH:39])(=[O:38])=[O:37])=[CH:48][CH:47]=1)=[O:45])=[N:23][C:24]=2[NH:28][CH:29]1[CH2:33][CH2:32][CH2:31][CH2:30]1, predict the reactants needed to synthesize it. The reactants are: C([O:4][C@@H:5]1[C@H:9]([O:10]C(=O)C)[C@@H:8]([CH2:14][O:15]C(=O)C)[O:7][C@H:6]1[N:19]1[CH:27]=[N:26][C:25]2[C:20]1=[N:21][C:22]([CH2:34][NH2:35])=[N:23][C:24]=2[NH:28][CH:29]1[CH2:33][CH2:32][CH2:31][CH2:30]1)(=O)C.[S:36]([C:40]1[CH:48]=[CH:47][C:43]([C:44](O)=[O:45])=[CH:42][CH:41]=1)([OH:39])(=[O:38])=[O:37].CN(C)CCCN=C=NCC. (2) Given the product [Cl:1][C:2]1[CH:3]=[C:4]([C:12]2[O:16][N:15]=[C:14]([C:17]3[CH:22]=[CH:21][C:20]4[O:23][C:25]([C:27]5([NH:35][C:36](=[O:42])[O:37][C:38]([CH3:41])([CH3:40])[CH3:39])[CH2:32][O:31][C:30]([CH3:34])([CH3:33])[O:29][CH2:28]5)=[CH:26][C:19]=4[CH:18]=3)[N:13]=2)[CH:5]=[CH:6][C:7]=1[O:8][CH2:9][CH2:10][CH3:11], predict the reactants needed to synthesize it. The reactants are: [Cl:1][C:2]1[CH:3]=[C:4]([C:12]2[O:16][N:15]=[C:14]([C:17]3[CH:22]=[CH:21][C:20]([OH:23])=[C:19](I)[CH:18]=3)[N:13]=2)[CH:5]=[CH:6][C:7]=1[O:8][CH2:9][CH2:10][CH3:11].[C:25]([C:27]1([NH:35][C:36](=[O:42])[O:37][C:38]([CH3:41])([CH3:40])[CH3:39])[CH2:32][O:31][C:30]([CH3:34])([CH3:33])[O:29][CH2:28]1)#[CH:26]. (3) Given the product [Cl:25][C:4]1[C:3]2[C:8](=[CH:9][C:10]([I:12])=[CH:11][C:2]=2[Cl:1])[N:7]=[CH:6][N:5]=1, predict the reactants needed to synthesize it. The reactants are: [Cl:1][C:2]1[CH:11]=[C:10]([I:12])[CH:9]=[C:8]2[C:3]=1[C:4](=O)[NH:5][CH:6]=[N:7]2.CCN(C(C)C)C(C)C.O=P(Cl)(Cl)[Cl:25]. (4) Given the product [Si:1]([O:8][CH2:9][C@@H:10]1[O:38][C:48](=[O:50])[N:12]([C:13]2[C:18]([F:19])=[CH:17][N:16]=[C:15]([C:20]3[CH:24]=[C:23]([C:25]4[CH:29]=[CH:28][O:27][N:26]=4)[N:22]([CH2:30][C:31]4[CH:36]=[CH:35][CH:34]=[CH:33][C:32]=4[F:37])[N:21]=3)[N:14]=2)[CH2:11]1)([C:4]([CH3:7])([CH3:6])[CH3:5])([CH3:2])[CH3:3], predict the reactants needed to synthesize it. The reactants are: [Si:1]([O:8][CH2:9][C@H:10]([OH:38])[CH2:11][NH:12][C:13]1[C:18]([F:19])=[CH:17][N:16]=[C:15]([C:20]2[CH:24]=[C:23]([C:25]3[CH:29]=[CH:28][O:27][N:26]=3)[N:22]([CH2:30][C:31]3[CH:36]=[CH:35][CH:34]=[CH:33][C:32]=3[F:37])[N:21]=2)[N:14]=1)([C:4]([CH3:7])([CH3:6])[CH3:5])([CH3:3])[CH3:2].CC1C=CC=C(C)N=1.Cl[C:48](Cl)([O:50]C(=O)OC(Cl)(Cl)Cl)Cl.C(=O)([O-])N. (5) Given the product [O:30]=[S:25]1(=[O:31])[CH2:29][CH2:28][CH2:27][N:26]1[C:2]1[N:7]=[CH:6][C:5]([C:8]([N:10]2[CH2:15][CH2:14][N:13]([C:16]3[N:23]=[CH:22][C:21]([CH3:24])=[CH:20][C:17]=3[C:18]#[N:19])[CH2:12][CH2:11]2)=[O:9])=[CH:4][CH:3]=1, predict the reactants needed to synthesize it. The reactants are: Br[C:2]1[N:7]=[CH:6][C:5]([C:8]([N:10]2[CH2:15][CH2:14][N:13]([C:16]3[N:23]=[CH:22][C:21]([CH3:24])=[CH:20][C:17]=3[C:18]#[N:19])[CH2:12][CH2:11]2)=[O:9])=[CH:4][CH:3]=1.[S:25]1(=[O:31])(=[O:30])[CH2:29][CH2:28][CH2:27][NH:26]1. (6) Given the product [CH2:1]([O:8][C:9]1[C:10]([CH:27]=[O:28])=[N:11][CH:12]=[C:13]([C:25]=1[OH:26])[C:14]([NH:16][CH2:17][C:18]1[CH:19]=[CH:20][C:21]([F:24])=[CH:22][CH:23]=1)=[O:15])[C:2]1[CH:7]=[CH:6][CH:5]=[CH:4][CH:3]=1, predict the reactants needed to synthesize it. The reactants are: [CH2:1]([O:8][C:9]1[C:10]([CH2:27][OH:28])=[N:11][CH:12]=[C:13]([C:25]=1[OH:26])[C:14]([NH:16][CH2:17][C:18]1[CH:23]=[CH:22][C:21]([F:24])=[CH:20][CH:19]=1)=[O:15])[C:2]1[CH:7]=[CH:6][CH:5]=[CH:4][CH:3]=1.